From a dataset of Catalyst prediction with 721,799 reactions and 888 catalyst types from USPTO. Predict which catalyst facilitates the given reaction. (1) Reactant: [Cl:1][C:2]1[CH:7]=[C:6]([NH:8][C:9]2[CH:10]=[C:11]([CH:15]=[CH:16][CH:17]=2)C(O)=O)[C:5]([Cl:18])=[CH:4][N:3]=1.C[N:20]([CH3:29])CCCN=C=NCC.[OH:30]N1C2C=CC=CC=2N=N1.C(N(C(C)C)CC)(C)C.[C:49]([O-])(O)=[O:50].[Na+]. Product: [Cl:1][C:2]1[CH:7]=[C:6]([NH:8][C:9]2[CH:17]=[CH:16][CH:15]=[CH:11][C:10]=2[C:29]([NH:20][O:50][CH3:49])=[O:30])[C:5]([Cl:18])=[CH:4][N:3]=1. The catalyst class is: 454. (2) Reactant: Br[C:2]1[CH:3]=[C:4]2[C:8](=[CH:9][CH:10]=1)[N:7](C(OC(C)(C)C)=O)[N:6]=[CH:5]2.[CH:18]([C:20]1[CH:25]=[CH:24][C:23](B(O)O)=[CH:22][CH:21]=1)=[O:19].C([O-])([O-])=O.[Cs+].[Cs+]. Product: [CH:18]([C:20]1[CH:25]=[CH:24][C:23]([C:2]2[CH:3]=[C:4]3[C:8](=[CH:9][CH:10]=2)[NH:7][N:6]=[CH:5]3)=[CH:22][CH:21]=1)=[O:19]. The catalyst class is: 77. (3) Reactant: [Cl:1][C:2]1[CH:11]=[C:10]2[C:5]([CH:6]=[C:7]([C:15]3[CH:20]=[C:19]([O:21][CH3:22])[CH:18]=[CH:17][C:16]=3[F:23])[C:8](=N)[N:9]2[CH2:12][CH3:13])=[CH:4][N:3]=1.CC(OC(C)=O)=[O:26]. Product: [Cl:1][C:2]1[CH:11]=[C:10]2[C:5]([CH:6]=[C:7]([C:15]3[CH:20]=[C:19]([O:21][CH3:22])[CH:18]=[CH:17][C:16]=3[F:23])[C:8](=[O:26])[N:9]2[CH2:12][CH3:13])=[CH:4][N:3]=1. The catalyst class is: 33. (4) Reactant: [CH:1]1([CH:7]([C:18]2[C:22]([CH3:23])=[CH:21][N:20]([C:24]3[CH:29]=[CH:28][CH:27]=[C:26]([C:30]([F:33])([F:32])[F:31])[CH:25]=3)[CH:19]=2)[O:8][C:9]2[CH:17]=[CH:16][C:12]([C:13](O)=[O:14])=[CH:11][CH:10]=2)[CH2:6][CH2:5][CH2:4][CH2:3][CH2:2]1.[CH3:34][NH:35][CH2:36][CH2:37][C:38]([O:40]CC)=[O:39].Cl.C(N=C=NCCCN(C)C)C.O.ON1C2C=CC=CC=2N=N1. Product: [CH:1]1([CH:7]([C:18]2[C:22]([CH3:23])=[CH:21][N:20]([C:24]3[CH:29]=[CH:28][CH:27]=[C:26]([C:30]([F:33])([F:31])[F:32])[CH:25]=3)[CH:19]=2)[O:8][C:9]2[CH:17]=[CH:16][C:12]([C:13]([N:35]([CH3:34])[CH2:36][CH2:37][C:38]([OH:40])=[O:39])=[O:14])=[CH:11][CH:10]=2)[CH2:6][CH2:5][CH2:4][CH2:3][CH2:2]1. The catalyst class is: 287. (5) Reactant: [H-].[Na+].C(OP([CH:11]([CH3:17])[C:12]([O:14][CH2:15][CH3:16])=[O:13])(OCC)=O)C.[Br:18][C:19]1[CH:20]=[CH:21][C:22]([N:27]2[CH2:31][CH2:30][CH:29]([O:32][CH3:33])[CH2:28]2)=[C:23]([CH:26]=1)[CH:24]=O.O. Product: [Br:18][C:19]1[CH:20]=[CH:21][C:22]([N:27]2[CH2:31][CH2:30][CH:29]([O:32][CH3:33])[CH2:28]2)=[C:23](/[CH:24]=[C:11](\[CH3:17])/[C:12]([O:14][CH2:15][CH3:16])=[O:13])[CH:26]=1. The catalyst class is: 11. (6) Product: [Cl:1][C:2]1[CH:3]=[C:4]([N:8]2[C:12]([C:13]3[CH:18]=[CH:17][CH:16]=[C:15]([O:19][CH2:34][CH2:33][O:32][CH3:31])[CH:14]=3)=[CH:11][C:10]([C:20]([O:22][CH2:23][CH3:24])=[O:21])=[N:9]2)[CH:5]=[CH:6][CH:7]=1. The catalyst class is: 21. Reactant: [Cl:1][C:2]1[CH:3]=[C:4]([N:8]2[C:12]([C:13]3[CH:18]=[CH:17][CH:16]=[C:15]([OH:19])[CH:14]=3)=[CH:11][C:10]([C:20]([O:22][CH2:23][CH3:24])=[O:21])=[N:9]2)[CH:5]=[CH:6][CH:7]=1.C(=O)([O-])[O-].[K+].[K+].[CH3:31][O:32][CH2:33][CH2:34]Br.